From a dataset of Forward reaction prediction with 1.9M reactions from USPTO patents (1976-2016). Predict the product of the given reaction. The product is: [Br:31][C:32]1[CH:33]=[CH:34][C:35]2[C:41]3[S:42][C:43]([C:45](=[O:54])[CH2:46][C:47]4[CH:52]=[CH:51][CH:50]=[CH:49][C:48]=4[Cl:53])=[CH:44][C:40]=3[CH2:39][CH2:38][O:37][C:36]=2[CH:55]=1.[Br:12][CH:46]([C:47]1[CH:52]=[CH:51][CH:50]=[CH:49][C:48]=1[Cl:53])[C:45]([C:43]1[S:42][C:41]2[C:35]3[CH:34]=[CH:33][C:32]([Br:31])=[CH:55][C:36]=3[O:37][CH2:38][CH2:39][C:40]=2[CH:44]=1)=[O:54]. Given the reactants ClC1C=CC=CC=1CC(O)=O.[Br:12]C1C=CC2C3SC(C(OC)=O)=CC=3CCOC=2C=1.[Br:31][C:32]1[CH:33]=[CH:34][C:35]2[C:41]3[S:42][C:43]([C:45](=[O:54])[CH2:46][C:47]4[CH:52]=[CH:51][CH:50]=[CH:49][C:48]=4[Cl:53])=[CH:44][C:40]=3[CH2:39][CH2:38][O:37][C:36]=2[CH:55]=1.C(O)(=O)C, predict the reaction product.